Dataset: Forward reaction prediction with 1.9M reactions from USPTO patents (1976-2016). Task: Predict the product of the given reaction. (1) Given the reactants C([O:3][C:4](=[O:25])[CH2:5][CH2:6][NH:7][C:8]([C:10]1[C:14]([NH:15][C:16]([C:18]2[CH:23]=[CH:22][CH:21]=[C:20]([CH3:24])[N:19]=2)=[O:17])=[CH:13][NH:12][N:11]=1)=[O:9])C.[OH-].[Na+].CO.Cl, predict the reaction product. The product is: [CH3:24][C:20]1[N:19]=[C:18]([C:16]([NH:15][C:14]2[C:10]([C:8]([NH:7][CH2:6][CH2:5][C:4]([OH:25])=[O:3])=[O:9])=[N:11][NH:12][CH:13]=2)=[O:17])[CH:23]=[CH:22][CH:21]=1. (2) Given the reactants [Cl:1][C:2]1[C:11]([NH:12][S:13]([CH3:16])(=[O:15])=[O:14])=[CH:10][CH:9]=[CH:8][C:3]=1[C:4]([O:6]C)=[O:5].[OH-].[Na+], predict the reaction product. The product is: [Cl:1][C:2]1[C:11]([NH:12][S:13]([CH3:16])(=[O:15])=[O:14])=[CH:10][CH:9]=[CH:8][C:3]=1[C:4]([OH:6])=[O:5]. (3) Given the reactants C1N=CN(C(N2C=NC=C2)=O)C=1.[F:13][C:14]1[CH:19]=[CH:18][C:17]([N:20]2[C:29]([CH2:30][CH2:31][CH2:32][CH2:33][C:34](O)=[O:35])=[CH:28][C:27]3[C:22](=[CH:23][CH:24]=[C:25]([C:37](=[O:48])[NH:38][C@@H:39]([C:41]4[CH:46]=[CH:45][C:44]([F:47])=[CH:43][CH:42]=4)[CH3:40])[CH:26]=3)[C:21]2=[O:49])=[CH:16][CH:15]=1.C1CCN2C(=NCCC2)CC1.[CH:61]1([S:64]([NH2:67])(=[O:66])=[O:65])[CH2:63][CH2:62]1, predict the reaction product. The product is: [CH:61]1([S:64]([NH:67][C:34](=[O:35])[CH2:33][CH2:32][CH2:31][CH2:30][C:29]2[N:20]([C:17]3[CH:18]=[CH:19][C:14]([F:13])=[CH:15][CH:16]=3)[C:21](=[O:49])[C:22]3[C:27]([CH:28]=2)=[CH:26][C:25]([C:37]([NH:38][C@@H:39]([C:41]2[CH:46]=[CH:45][C:44]([F:47])=[CH:43][CH:42]=2)[CH3:40])=[O:48])=[CH:24][CH:23]=3)(=[O:66])=[O:65])[CH2:63][CH2:62]1. (4) Given the reactants [NH2:1][C:2]1[CH:7]=[C:6]([C:8]2[CH:13]=[CH:12][C:11]([Cl:14])=[CH:10][C:9]=2[F:15])[N:5]=[C:4]([C:16]([O:18][CH3:19])=[O:17])[C:3]=1[Cl:20].S(=O)(=O)(O)O.[N+:26]([O-])([O-:28])=[O:27].[Na+], predict the reaction product. The product is: [CH3:19][O:18][C:16]([C:4]1[C:3]([Cl:20])=[C:2]([NH2:1])[CH:7]=[C:6]([C:8]2[CH:13]=[C:12]([N+:26]([O-:28])=[O:27])[C:11]([Cl:14])=[CH:10][C:9]=2[F:15])[N:5]=1)=[O:17]. (5) Given the reactants [CH2:1]([O:6][C:7](=[O:31])[C:8]1[C:13]([S:14][C:15]2[CH:20]=[CH:19][C:18]([S:21]([N:24]3[CH2:29][CH2:28][CH2:27][CH2:26][CH2:25]3)(=[O:23])=[O:22])=[CH:17][CH:16]=2)=[CH:12][N:11]=[C:10]([NH2:30])[CH:9]=1)[CH2:2][CH2:3][CH2:4][CH3:5].[Cl:32][C:33]1[CH:38]=[C:37]([Cl:39])[CH:36]=[CH:35][C:34]=1[S:40](Cl)(=[O:42])=[O:41], predict the reaction product. The product is: [CH2:1]([O:6][C:7](=[O:31])[C:8]1[C:13]([S:14][C:15]2[CH:16]=[CH:17][C:18]([S:21]([N:24]3[CH2:29][CH2:28][CH2:27][CH2:26][CH2:25]3)(=[O:23])=[O:22])=[CH:19][CH:20]=2)=[CH:12][N:11]=[C:10]([NH:30][S:40]([C:34]2[CH:35]=[CH:36][C:37]([Cl:39])=[CH:38][C:33]=2[Cl:32])(=[O:42])=[O:41])[CH:9]=1)[CH2:2][CH2:3][CH2:4][CH3:5]. (6) The product is: [CH2:1]([N:8]([CH2:18][C:19]1[CH:24]=[CH:23][CH:22]=[CH:21][CH:20]=1)[C:9]1([CH2:12][C:13]#[N:44])[CH2:11][CH2:10]1)[C:2]1[CH:7]=[CH:6][CH:5]=[CH:4][CH:3]=1. Given the reactants [CH2:1]([N:8]([CH2:18][C:19]1[CH:24]=[CH:23][CH:22]=[CH:21][CH:20]=1)[C:9]1([CH2:12][CH2:13]S([O-])(=O)=O)[CH2:11][CH2:10]1)[C:2]1[CH:7]=[CH:6][CH:5]=[CH:4][CH:3]=1.C1OCCOCCOCCOCCOCCOC1.[C-]#[N:44].[Na+], predict the reaction product. (7) Given the reactants [CH3:1][NH:2][CH2:3][CH:4]([C:6]1[CH:11]=[CH:10][C:9]([N:12]2[CH2:16][CH2:15][CH2:14][CH2:13]2)=[CH:8][CH:7]=1)[OH:5].[O:17]=[C:18]1[C:23]2[S:24][CH:25]=[C:26]([S:27](Cl)(=[O:29])=[O:28])[C:22]=2[CH2:21][CH2:20][CH2:19]1, predict the reaction product. The product is: [OH:5][CH:4]([C:6]1[CH:11]=[CH:10][C:9]([N:12]2[CH2:16][CH2:15][CH2:14][CH2:13]2)=[CH:8][CH:7]=1)[CH2:3][N:2]([CH3:1])[S:27]([C:26]1[C:22]2[CH2:21][CH2:20][CH2:19][C:18](=[O:17])[C:23]=2[S:24][CH:25]=1)(=[O:28])=[O:29].